This data is from Catalyst prediction with 721,799 reactions and 888 catalyst types from USPTO. The task is: Predict which catalyst facilitates the given reaction. (1) The catalyst class is: 3. Product: [NH2:36][C:34]1[N:33]=[CH:32][N:31]=[C:30]2[N:29]([CH2:12][C:6]3[N:5]([CH2:14][C:15]4[CH:20]=[CH:19][CH:18]=[CH:17][C:16]=4[C:21]([F:24])([F:23])[F:22])[C:4](=[O:25])[C:3]4[C:8](=[CH:9][CH:10]=[CH:11][C:2]=4[Br:1])[N:7]=3)[N:28]=[C:27]([I:26])[C:35]=12. Reactant: [Br:1][C:2]1[CH:11]=[CH:10][CH:9]=[C:8]2[C:3]=1[C:4](=[O:25])[N:5]([CH2:14][C:15]1[CH:20]=[CH:19][CH:18]=[CH:17][C:16]=1[C:21]([F:24])([F:23])[F:22])[C:6]([CH2:12]Cl)=[N:7]2.[I:26][C:27]1[C:35]2[C:30](=[N:31][CH:32]=[N:33][C:34]=2[NH2:36])[NH:29][N:28]=1.C(=O)([O-])[O-].[K+].[K+].O. (2) Reactant: [F:1][C:2]1[CH:9]=[CH:8][CH:7]=[C:6]([N+:10]([O-])=O)[C:3]=1[CH:4]=O.[CH3:13][Si:14]([CH3:21])([CH3:20])[C:15]#[C:16][CH2:17][CH2:18][NH2:19]. The catalyst class is: 11. Product: [F:1][C:2]1[C:3]2[C:6]([CH:7]=[CH:8][CH:9]=1)=[N:10][N:19]([CH2:18][CH2:17][C:16]#[C:15][Si:14]([CH3:21])([CH3:20])[CH3:13])[CH:4]=2. (3) Reactant: [CH3:1][O:2][C:3]1[CH:8]=[CH:7][C:6]([CH2:9]O)=[CH:5][C:4]=1[O:11][CH2:12][CH2:13][CH2:14][O:15][CH3:16].C[Si](C)(C)[Br:19]. Product: [Br:19][CH2:9][C:6]1[CH:7]=[CH:8][C:3]([O:2][CH3:1])=[C:4]([O:11][CH2:12][CH2:13][CH2:14][O:15][CH3:16])[CH:5]=1. The catalyst class is: 22. (4) Reactant: Cl[C:2]1[CH:11]=[CH:10][C:9]2[C:4](=[CH:5][CH:6]=[CH:7][N:8]=2)[N:3]=1.[CH2:12]([Sn](CCCC)(CCCC)C=C)[CH2:13]CC. Product: [CH:12]([C:2]1[CH:11]=[CH:10][C:9]2[C:4](=[CH:5][CH:6]=[CH:7][N:8]=2)[N:3]=1)=[CH2:13]. The catalyst class is: 109. (5) Reactant: [OH:1][C:2]1[CH:9]=[CH:8][CH:7]=[CH:6][C:3]=1[CH2:4]O.[CH2:10]([O:12][P:13]([O:17]CC)[O:14][CH2:15][CH3:16])[CH3:11]. Product: [OH:1][C:2]1[CH:9]=[CH:8][CH:7]=[CH:6][C:3]=1[CH2:4][P:13](=[O:17])([O:14][CH2:15][CH3:16])[O:12][CH2:10][CH3:11]. The catalyst class is: 673.